Dataset: NCI-60 drug combinations with 297,098 pairs across 59 cell lines. Task: Regression. Given two drug SMILES strings and cell line genomic features, predict the synergy score measuring deviation from expected non-interaction effect. (1) Cell line: UACC-257. Synergy scores: CSS=47.5, Synergy_ZIP=1.12, Synergy_Bliss=4.22, Synergy_Loewe=7.03, Synergy_HSA=7.01. Drug 1: CC12CCC3C(C1CCC2=O)CC(=C)C4=CC(=O)C=CC34C. Drug 2: CCC1=CC2CC(C3=C(CN(C2)C1)C4=CC=CC=C4N3)(C5=C(C=C6C(=C5)C78CCN9C7C(C=CC9)(C(C(C8N6C)(C(=O)OC)O)OC(=O)C)CC)OC)C(=O)OC.C(C(C(=O)O)O)(C(=O)O)O. (2) Drug 1: CN1C2=C(C=C(C=C2)N(CCCl)CCCl)N=C1CCCC(=O)O.Cl. Drug 2: CC12CCC3C(C1CCC2O)C(CC4=C3C=CC(=C4)O)CCCCCCCCCS(=O)CCCC(C(F)(F)F)(F)F. Cell line: UACC62. Synergy scores: CSS=-0.745, Synergy_ZIP=1.30, Synergy_Bliss=-0.416, Synergy_Loewe=-1.86, Synergy_HSA=-2.24. (3) Drug 1: CC1C(C(=O)NC(C(=O)N2CCCC2C(=O)N(CC(=O)N(C(C(=O)O1)C(C)C)C)C)C(C)C)NC(=O)C3=C4C(=C(C=C3)C)OC5=C(C(=O)C(=C(C5=N4)C(=O)NC6C(OC(=O)C(N(C(=O)CN(C(=O)C7CCCN7C(=O)C(NC6=O)C(C)C)C)C)C(C)C)C)N)C. Drug 2: C1CNP(=O)(OC1)N(CCCl)CCCl. Cell line: M14. Synergy scores: CSS=-0.503, Synergy_ZIP=0.914, Synergy_Bliss=3.39, Synergy_Loewe=-6.40, Synergy_HSA=0.810. (4) Drug 1: C1=CC=C(C=C1)NC(=O)CCCCCCC(=O)NO. Drug 2: C1CC(=O)NC(=O)C1N2C(=O)C3=CC=CC=C3C2=O. Cell line: HCT-15. Synergy scores: CSS=10.2, Synergy_ZIP=0.378, Synergy_Bliss=-1.79, Synergy_Loewe=-4.83, Synergy_HSA=-6.43.